Predict the reactants needed to synthesize the given product. From a dataset of Full USPTO retrosynthesis dataset with 1.9M reactions from patents (1976-2016). Given the product [Cl:1][C:2]1[C:3]([F:33])=[C:4]([NH:8][C:9]2[C:18]3[C:13](=[CH:14][C:15]([O:31][CH3:32])=[C:16]([CH2:19][N:20]([CH3:30])[C:21]4([C:27]([NH2:29])=[O:28])[CH2:26][CH2:25][N:24]([CH3:34])[CH2:23][CH2:22]4)[CH:17]=3)[N:12]=[CH:11][N:10]=2)[CH:5]=[CH:6][CH:7]=1, predict the reactants needed to synthesize it. The reactants are: [Cl:1][C:2]1[C:3]([F:33])=[C:4]([NH:8][C:9]2[C:18]3[C:13](=[CH:14][C:15]([O:31][CH3:32])=[C:16]([CH2:19][N:20]([CH3:30])[C:21]4([C:27]([NH2:29])=[O:28])[CH2:26][CH2:25][NH:24][CH2:23][CH2:22]4)[CH:17]=3)[N:12]=[CH:11][N:10]=2)[CH:5]=[CH:6][CH:7]=1.[CH2:34]=O.